Dataset: Catalyst prediction with 721,799 reactions and 888 catalyst types from USPTO. Task: Predict which catalyst facilitates the given reaction. (1) Reactant: [C:1]([C:3]1[C:4]([NH:19][C:20]2[CH:25]=[C:24]([CH3:26])[CH:23]=[C:22]([CH3:27])[CH:21]=2)=[N:5][C:6]([NH:11][C@H:12]([CH:16]([CH3:18])[CH3:17])[C:13]([NH2:15])=[O:14])=[N:7][C:8]=1OC)#[N:2].C([O-])([O-])=[O:29].[K+].[K+].OO. Product: [NH2:15][C:13](=[O:14])[C@H:12]([NH:11][C:6]1[N:5]=[C:4]([NH:19][C:20]2[CH:21]=[C:22]([CH3:27])[CH:23]=[C:24]([CH3:26])[CH:25]=2)[C:3]([C:1]([NH2:2])=[O:29])=[CH:8][N:7]=1)[CH:16]([CH3:18])[CH3:17]. The catalyst class is: 58. (2) Reactant: FC(F)(F)C([O-])=O.[F:8][C:9]1[CH:14]=[CH:13][C:12]([C@@H:15]([N:17]2[CH2:22][CH2:21][CH2:20]/[C:19](=[CH:23]\[C:24]3[CH:29]=[CH:28][C:27]([N:30]4[CH:34]=[C:33]([CH3:35])[N+:32]([CH2:36][O:37][P:38]([OH:41])([OH:40])=[O:39])=[CH:31]4)=[C:26]([O:42][CH3:43])[CH:25]=3)/[C:18]2=[O:44])[CH3:16])=[CH:11][CH:10]=1.O. Product: [P:38]([O-:40])([O:37][CH2:36][N:32]1[C:33]([CH3:35])=[CH:34][NH+:30]([C:27]2[CH:28]=[CH:29][C:24](/[CH:23]=[C:19]3/[C:18](=[O:44])[N:17]([C@H:15]([C:12]4[CH:11]=[CH:10][C:9]([F:8])=[CH:14][CH:13]=4)[CH3:16])[CH2:22][CH2:21][CH2:20]/3)=[CH:25][C:26]=2[O:42][CH3:43])[CH2:31]1)([OH:41])=[O:39]. The catalyst class is: 10.